Dataset: Peptide-MHC class I binding affinity with 185,985 pairs from IEDB/IMGT. Task: Regression. Given a peptide amino acid sequence and an MHC pseudo amino acid sequence, predict their binding affinity value. This is MHC class I binding data. The peptide sequence is QIYLSDSDNI. The binding affinity (normalized) is 0.400. The MHC is HLA-A68:02 with pseudo-sequence HLA-A68:02.